This data is from Forward reaction prediction with 1.9M reactions from USPTO patents (1976-2016). The task is: Predict the product of the given reaction. (1) Given the reactants Cl[C:2]1[CH:7]=[CH:6][C:5]([N+:8]([O-:10])=[O:9])=[CH:4][N:3]=1.O.[NH2:12][NH2:13], predict the reaction product. The product is: [N+:8]([C:5]1[CH:6]=[CH:7][C:2]([NH:12][NH2:13])=[N:3][CH:4]=1)([O-:10])=[O:9]. (2) Given the reactants Cl[C:2]1[N:3]([CH2:28][CH:29]2[CH2:31][CH2:30]2)[C:4]2[C:9]([N:10]=1)=[C:8]([N:11]1[CH2:16][CH2:15][O:14][CH2:13][CH2:12]1)[N:7]=[C:6]([C:17]1[C:18]([C:24]([F:27])([F:26])[F:25])=[N:19][C:20]([NH2:23])=[N:21][CH:22]=1)[N:5]=2.[CH3:32][S:33]([N:36]1[CH2:41][CH2:40][NH:39][CH2:38][CH2:37]1)(=[O:35])=[O:34], predict the reaction product. The product is: [CH:29]1([CH2:28][N:3]2[C:2]([N:39]3[CH2:40][CH2:41][N:36]([S:33]([CH3:32])(=[O:35])=[O:34])[CH2:37][CH2:38]3)=[N:10][C:9]3[C:4]2=[N:5][C:6]([C:17]2[C:18]([C:24]([F:26])([F:27])[F:25])=[N:19][C:20]([NH2:23])=[N:21][CH:22]=2)=[N:7][C:8]=3[N:11]2[CH2:16][CH2:15][O:14][CH2:13][CH2:12]2)[CH2:31][CH2:30]1. (3) Given the reactants [Cl:1][C:2]1[CH:3]=[C:4]([CH:32]=[CH:33][CH:34]=1)[CH2:5][N:6]1[C:10]2[CH:11]=[C:12]([F:16])[C:13]([F:15])=[CH:14][C:9]=2[N:8]=[C:7]1[C:17]1[C:18]([O:23][CH2:24][C:25]2C=CC=[CH:27][C:26]=2Cl)=[N:19][CH:20]=[CH:21][CH:22]=1.C1(CO)CC1, predict the reaction product. The product is: [Cl:1][C:2]1[CH:3]=[C:4]([CH:32]=[CH:33][CH:34]=1)[CH2:5][N:6]1[C:10]2[CH:11]=[C:12]([F:16])[C:13]([F:15])=[CH:14][C:9]=2[N:8]=[C:7]1[C:17]1[C:18]([O:23][CH2:24][CH:25]2[CH2:26][CH2:27]2)=[N:19][CH:20]=[CH:21][CH:22]=1.